Dataset: Reaction yield outcomes from USPTO patents with 853,638 reactions. Task: Predict the reaction yield, written as a fraction of the theoretical maximum amount of product (1.0 means a 100% yield; for example, 0.34 means a 34% yield). (1) The catalyst is CN(C=O)C. The yield is 0.890. The reactants are C(O[K])(C)(C)C.[CH2:7]([O:9][C:10](=[N:12][OH:13])[CH3:11])[CH3:8].F[C:15]1[CH:20]=[CH:19][CH:18]=[CH:17][C:16]=1[C:21]([F:24])([F:23])[F:22]. The product is [CH2:7]([O:9][C:10](=[N:12][O:13][C:15]1[CH:20]=[CH:19][CH:18]=[CH:17][C:16]=1[C:21]([F:24])([F:23])[F:22])[CH3:11])[CH3:8]. (2) The reactants are [Cl:1][C:2]1[CH:7]=[C:6]([Cl:8])[CH:5]=[CH:4][C:3]=1[S:9]([NH:12][CH2:13][CH2:14][CH2:15][CH2:16][N:17]([CH2:35][C@@H:36]([NH:41][C:42]([NH:44][C:45]1[CH:50]=[CH:49][CH:48]=[CH:47][CH:46]=1)=[O:43])[CH2:37][CH:38]([CH3:40])[CH3:39])C(=O)OCC1C2C=CC=CC=2C2C1=CC=CC=2)(=[O:11])=[O:10].N1CCCCC1. The catalyst is CN(C=O)C. The product is [Cl:1][C:2]1[CH:7]=[C:6]([Cl:8])[CH:5]=[CH:4][C:3]=1[S:9]([NH:12][CH2:13][CH2:14][CH2:15][CH2:16][NH:17][CH2:35][C@@H:36]([NH:41][C:42]([NH:44][C:45]1[CH:50]=[CH:49][CH:48]=[CH:47][CH:46]=1)=[O:43])[CH2:37][CH:38]([CH3:40])[CH3:39])(=[O:11])=[O:10]. The yield is 0.850. (3) The reactants are [F:1][C:2]([F:17])([F:16])[C:3]1[CH:4]=[C:5]2[C:9](=[C:10]([C:12]([O:14][CH3:15])=[O:13])[CH:11]=1)[NH:8][N:7]=[CH:6]2.I[CH2:19][CH:20]([CH3:22])[CH3:21]. No catalyst specified. The product is [CH3:15][O:14][C:12]([C:10]1[CH:11]=[C:3]([C:2]([F:1])([F:16])[F:17])[CH:4]=[C:5]2[C:9]=1[N:8]([CH2:19][CH:20]([CH3:22])[CH3:21])[N:7]=[CH:6]2)=[O:13]. The yield is 0.390. (4) The reactants are [NH2:1][C:2]1[C:3]([N+:13]([O-:15])=[O:14])=[C:4]([CH:9]=[C:10](Cl)[CH:11]=1)[C:5]([O:7][CH3:8])=[O:6].[NH:16]1[CH2:21][CH2:20][O:19][CH2:18][CH2:17]1.C([O-])([O-])=O.[K+].[K+].O. The catalyst is CN(C=O)C. The product is [NH2:1][C:2]1[C:3]([N+:13]([O-:15])=[O:14])=[C:4]([CH:9]=[C:10]([N:16]2[CH2:21][CH2:20][O:19][CH2:18][CH2:17]2)[CH:11]=1)[C:5]([O:7][CH3:8])=[O:6]. The yield is 0.460. (5) The reactants are [Br:1]Br.[NH2:3][C:4]1[CH:12]=[C:11]([Cl:13])[CH:10]=[CH:9][C:5]=1[C:6]([OH:8])=[O:7]. The catalyst is C(O)(=O)C. The product is [NH2:3][C:4]1[CH:12]=[C:11]([Cl:13])[C:10]([Br:1])=[CH:9][C:5]=1[C:6]([OH:8])=[O:7]. The yield is 0.860. (6) The reactants are [CH:1]1([N:6]([CH3:27])[C:7]2[CH:12]=[CH:11][C:10]([C:13]3[CH:18]=[CH:17][CH:16]=[CH:15][C:14]=3[C:19]3[NH:23][N:22]=[N:21][N:20]=3)=[CH:9][C:8]=2[N+:24]([O-])=O)[CH2:5][CH2:4][CH2:3][CH2:2]1.Cl.O1CCOCC1. The catalyst is [Pd].C(O)C. The product is [CH:1]1([N:6]([CH3:27])[C:7]2[CH:12]=[CH:11][C:10]([C:13]3[CH:18]=[CH:17][CH:16]=[CH:15][C:14]=3[C:19]3[NH:23][N:22]=[N:21][N:20]=3)=[CH:9][C:8]=2[NH2:24])[CH2:2][CH2:3][CH2:4][CH2:5]1. The yield is 0.340. (7) The reactants are [OH:1][C:2]1[CH:10]=[C:9]([O:11][CH3:12])[CH:8]=[CH:7][C:3]=1[C:4]([OH:6])=[O:5].[CH3:13]O. The catalyst is OS(O)(=O)=O. The product is [CH3:13][O:5][C:4](=[O:6])[C:3]1[CH:7]=[CH:8][C:9]([O:11][CH3:12])=[CH:10][C:2]=1[OH:1]. The yield is 0.890. (8) The reactants are F[C:2]1[CH:9]=[CH:8][CH:7]=[C:6]([O:10][C:11]2[CH:16]=[CH:15][CH:14]=[CH:13][CH:12]=2)[C:3]=1[C:4]#[N:5].Cl.[C:18]([NH2:26])(=[NH:25])[C:19]1[CH:24]=[CH:23][CH:22]=[CH:21][CH:20]=1.C([O-])(=O)C.[Na+]. The catalyst is CN(C)C(=O)C. The product is [NH2:5][C:4]1[C:3]2[C:2](=[CH:9][CH:8]=[CH:7][C:6]=2[O:10][C:11]2[CH:16]=[CH:15][CH:14]=[CH:13][CH:12]=2)[N:26]=[C:18]([C:19]2[CH:24]=[CH:23][CH:22]=[CH:21][CH:20]=2)[N:25]=1. The yield is 0.120. (9) The reactants are [H-].[Na+].[CH2:3]([O:5][C:6]([C:8]1[NH:9][C:10]2[C:15]([C:16]=1[CH2:17][N:18]([CH2:25][C:26]1[CH:31]=[C:30]([C:32]([F:35])([F:34])[F:33])[CH:29]=[C:28]([C:36]([F:39])([F:38])[F:37])[CH:27]=1)[C:19]1[N:20]=[N:21][N:22]([CH3:24])[N:23]=1)=[CH:14][CH:13]=[CH:12][CH:11]=2)=[O:7])[CH3:4].[CH2:40](I)[CH3:41]. The catalyst is CN(C=O)C. The product is [CH2:3]([O:5][C:6]([C:8]1[N:9]([CH2:40][CH3:41])[C:10]2[C:15]([C:16]=1[CH2:17][N:18]([CH2:25][C:26]1[CH:31]=[C:30]([C:32]([F:33])([F:34])[F:35])[CH:29]=[C:28]([C:36]([F:39])([F:38])[F:37])[CH:27]=1)[C:19]1[N:20]=[N:21][N:22]([CH3:24])[N:23]=1)=[CH:14][CH:13]=[CH:12][CH:11]=2)=[O:7])[CH3:4]. The yield is 0.800.